Dataset: Forward reaction prediction with 1.9M reactions from USPTO patents (1976-2016). Task: Predict the product of the given reaction. (1) Given the reactants Br[C:2]1[C:3]([CH3:21])=[N:4][N:5]([CH2:14][CH:15]2[CH2:20][CH2:19][S:18][CH2:17][CH2:16]2)[C:6]=1[C:7]1[CH:12]=[CH:11][C:10]([F:13])=[CH:9][CH:8]=1.CC1(C)C(C)(C)OB([C:30]2[CH:31]=[CH:32][C:33]3[O:38][CH2:37][C:36](=[O:39])[NH:35][C:34]=3[CH:40]=2)O1.C(=O)([O-])[O-].[Cs+].[Cs+], predict the reaction product. The product is: [F:13][C:10]1[CH:11]=[CH:12][C:7]([C:6]2[N:5]([CH2:14][CH:15]3[CH2:20][CH2:19][S:18][CH2:17][CH2:16]3)[N:4]=[C:3]([CH3:21])[C:2]=2[C:30]2[CH:31]=[CH:32][C:33]3[O:38][CH2:37][C:36](=[O:39])[NH:35][C:34]=3[CH:40]=2)=[CH:8][CH:9]=1. (2) Given the reactants [C:1]([O:5][C:6]([NH:8][C@@H:9]([C:17]([OH:19])=O)[CH2:10][C:11]1[CH:16]=[CH:15][CH:14]=[CH:13][N:12]=1)=[O:7])([CH3:4])([CH3:3])[CH3:2].Cl.[CH3:21][O:22][C:23](=[O:29])[C@@H:24]1[CH2:28][CH2:27][CH2:26][NH:25]1.C(N(CC)CC)C.C1C=NC2N(O)N=NC=2C=1.C(Cl)CCl, predict the reaction product. The product is: [CH3:21][O:22][C:23](=[O:29])[C@@H:24]1[CH2:28][CH2:27][CH2:26][N:25]1[C:17](=[O:19])[C@@H:9]([CH2:10][C:11]1[CH:16]=[CH:15][CH:14]=[CH:13][N:12]=1)[NH:8][C:6]([O:5][C:1]([CH3:2])([CH3:3])[CH3:4])=[O:7]. (3) Given the reactants [C:1]1([NH2:12])[C:6]([F:7])=[C:5]([F:8])[C:4]([F:9])=[C:3]([NH2:10])[C:2]=1[F:11].[ClH:13].Cl.[F:15][C:16]1[CH:17]=[C:18]([N:28]2[CH2:32][CH:31]([CH2:33][NH:34]C(C3C=CC=CC=3)C)[O:30][C:29]2=[O:43])[CH:19]=[CH:20][C:21]=1[N:22]1[CH2:27][CH2:26][O:25][CH2:24][CH2:23]1.FC1C=C(N2C[C@H](CN[C@H](C3C=CC=CC=3)C)OC2=O)C=CC=1N1CCOCC1, predict the reaction product. The product is: [C:1]1([NH2:12])[C:6]([F:7])=[C:5]([F:8])[C:4]([F:9])=[C:3]([NH2:10])[C:2]=1[F:11].[ClH:13].[ClH:13].[F:15][C:16]1[CH:17]=[C:18]([N:28]2[CH2:32][C@H:31]([CH2:33][NH2:34])[O:30][C:29]2=[O:43])[CH:19]=[CH:20][C:21]=1[N:22]1[CH2:23][CH2:24][O:25][CH2:26][CH2:27]1.